From a dataset of NCI-60 drug combinations with 297,098 pairs across 59 cell lines. Regression. Given two drug SMILES strings and cell line genomic features, predict the synergy score measuring deviation from expected non-interaction effect. (1) Drug 1: CC1=C(C=C(C=C1)NC2=NC=CC(=N2)N(C)C3=CC4=NN(C(=C4C=C3)C)C)S(=O)(=O)N.Cl. Drug 2: CC1C(C(=O)NC(C(=O)N2CCCC2C(=O)N(CC(=O)N(C(C(=O)O1)C(C)C)C)C)C(C)C)NC(=O)C3=C4C(=C(C=C3)C)OC5=C(C(=O)C(=C(C5=N4)C(=O)NC6C(OC(=O)C(N(C(=O)CN(C(=O)C7CCCN7C(=O)C(NC6=O)C(C)C)C)C)C(C)C)C)N)C. Cell line: MOLT-4. Synergy scores: CSS=48.5, Synergy_ZIP=40.9, Synergy_Bliss=42.8, Synergy_Loewe=43.2, Synergy_HSA=43.6. (2) Drug 1: CS(=O)(=O)C1=CC(=C(C=C1)C(=O)NC2=CC(=C(C=C2)Cl)C3=CC=CC=N3)Cl. Drug 2: C1C(C(OC1N2C=NC3=C2NC=NCC3O)CO)O. Cell line: BT-549. Synergy scores: CSS=13.8, Synergy_ZIP=1.61, Synergy_Bliss=9.33, Synergy_Loewe=8.64, Synergy_HSA=9.02. (3) Drug 1: CC1=C2C(C(=O)C3(C(CC4C(C3C(C(C2(C)C)(CC1OC(=O)C(C(C5=CC=CC=C5)NC(=O)C6=CC=CC=C6)O)O)OC(=O)C7=CC=CC=C7)(CO4)OC(=O)C)O)C)OC(=O)C. Drug 2: C1CN(CCN1C(=O)CCBr)C(=O)CCBr. Cell line: MDA-MB-231. Synergy scores: CSS=18.5, Synergy_ZIP=-10.5, Synergy_Bliss=-2.87, Synergy_Loewe=-3.33, Synergy_HSA=-1.33. (4) Synergy scores: CSS=43.6, Synergy_ZIP=17.1, Synergy_Bliss=13.9, Synergy_Loewe=11.2, Synergy_HSA=13.1. Drug 1: C1CCC(C1)C(CC#N)N2C=C(C=N2)C3=C4C=CNC4=NC=N3. Drug 2: CCN(CC)CCCC(C)NC1=C2C=C(C=CC2=NC3=C1C=CC(=C3)Cl)OC. Cell line: NCI-H460. (5) Drug 1: CC1=C(C=C(C=C1)NC(=O)C2=CC=C(C=C2)CN3CCN(CC3)C)NC4=NC=CC(=N4)C5=CN=CC=C5. Drug 2: C(CN)CNCCSP(=O)(O)O. Cell line: OVCAR3. Synergy scores: CSS=1.21, Synergy_ZIP=3.75, Synergy_Bliss=8.22, Synergy_Loewe=1.17, Synergy_HSA=2.95. (6) Drug 1: CC1=C(C=C(C=C1)NC(=O)C2=CC=C(C=C2)CN3CCN(CC3)C)NC4=NC=CC(=N4)C5=CN=CC=C5. Drug 2: B(C(CC(C)C)NC(=O)C(CC1=CC=CC=C1)NC(=O)C2=NC=CN=C2)(O)O. Cell line: SK-MEL-2. Synergy scores: CSS=49.3, Synergy_ZIP=-2.26, Synergy_Bliss=-4.64, Synergy_Loewe=-21.4, Synergy_HSA=-2.84.